Dataset: Forward reaction prediction with 1.9M reactions from USPTO patents (1976-2016). Task: Predict the product of the given reaction. (1) Given the reactants [CH2:1]([Si:3](CC)([C:14]1OC(CCCCC)=C[CH:18]=1)[C:4]1[O:5][C:6]([CH2:9][CH2:10][CH2:11][CH2:12][CH3:13])=[CH:7][CH:8]=1)[CH3:2].[Na+].[Cl-], predict the reaction product. The product is: [CH2:14]([SiH:3]([CH2:1][CH3:2])[C:4]1[O:5][C:6]([CH2:9][CH2:10][CH2:11][CH2:12][CH3:13])=[CH:7][CH:8]=1)[CH3:18]. (2) The product is: [CH:16]1([CH2:15][O:13][C:9]2[C:7]3[N:8]=[C:3]([S:2][CH3:1])[N:4]=[CH:5][C:6]=3[CH:12]=[CH:11][N:10]=2)[CH2:18][CH2:17]1. Given the reactants [CH3:1][S:2][C:3]1[N:4]=[CH:5][C:6]2[CH:12]=[CH:11][NH:10][C:9](=[O:13])[C:7]=2[N:8]=1.Br[CH2:15][CH:16]1[CH2:18][CH2:17]1.CCN(CC)CC, predict the reaction product. (3) Given the reactants [CH3:1][C:2]1[CH:10]=[CH:9][CH:8]=[CH:7][C:3]=1[C:4]([OH:6])=O.[CH2:11]([NH:13][CH2:14][C:15]([CH2:21][NH:22][C:23]1[CH:31]=[C:30]([CH3:32])[CH:29]=[C:28]2[C:24]=1[CH:25]=[N:26][N:27]2[C:33]1[CH:38]=[CH:37][C:36]([F:39])=[CH:35][CH:34]=1)([OH:20])[C:16]([F:19])([F:18])[F:17])[CH3:12], predict the reaction product. The product is: [CH2:11]([N:13]([CH2:14][C:15]([CH2:21][NH:22][C:23]1[CH:31]=[C:30]([CH3:32])[CH:29]=[C:28]2[C:24]=1[CH:25]=[N:26][N:27]2[C:33]1[CH:34]=[CH:35][C:36]([F:39])=[CH:37][CH:38]=1)([OH:20])[C:16]([F:18])([F:19])[F:17])[C:4](=[O:6])[C:3]1[CH:7]=[CH:8][CH:9]=[CH:10][C:2]=1[CH3:1])[CH3:12]. (4) Given the reactants C(O[C:6]([N:8](C)[CH2:9][CH2:10][CH2:11][CH:12]([CH2:17][C:18]1[N:19]=[CH:20][N:21]2[C:30]3[C:25](=[CH:26][CH:27]=[CH:28][CH:29]=3)[CH2:24][CH2:23][C:22]=12)[C:13]([O:15]C)=[O:14])=O)(C)(C)C.[OH-].[Li+].O, predict the reaction product. The product is: [CH:20]1[N:21]2[C:30]3[C:25]([CH2:24][CH2:23][C:22]2=[C:18]([CH2:17][CH:12]([CH2:11][CH2:10][CH2:9][NH:8][CH3:6])[C:13]([OH:15])=[O:14])[N:19]=1)=[CH:26][CH:27]=[CH:28][CH:29]=3.